This data is from Reaction yield outcomes from USPTO patents with 853,638 reactions. The task is: Predict the reaction yield, written as a fraction of the theoretical maximum amount of product (1.0 means a 100% yield; for example, 0.34 means a 34% yield). (1) The reactants are Br[CH2:2][C:3]([CH3:5])=[CH2:4].[Br:6][C:7]1[CH:12]=[CH:11][C:10]([N+:13]([O-:15])=[O:14])=[CH:9][C:8]=1[NH:16][C:17](=[O:19])[CH3:18].C(=O)([O-])[O-].[K+].[K+]. The catalyst is CN(C=O)C. The product is [Br:6][C:7]1[CH:12]=[CH:11][C:10]([N+:13]([O-:15])=[O:14])=[CH:9][C:8]=1[N:16]([CH2:2][C:3]([CH3:5])=[CH2:4])[C:17](=[O:19])[CH3:18]. The yield is 0.850. (2) The reactants are COC(C1[C:13]2[C:8](=[CH:9][CH:10]=[C:11]([Br:14])[CH:12]=2)NC=1)=O.[C:15](=[O:18])([O-])[O-:16].[K+].[K+].[CH3:21][N:22]([CH:24]=O)[CH3:23].I[CH3:27]. The catalyst is ClCCl. The product is [CH3:27][O:16][C:15]([C:13]1[C:8]2[C:21](=[CH:12][C:11]([Br:14])=[CH:10][CH:9]=2)[N:22]([CH3:23])[CH:24]=1)=[O:18]. The yield is 0.990. (3) The reactants are [Si:1]([O:8][CH2:9][CH2:10][N:11]1[CH2:19][C:18]2[C:13](=[CH:14][C:15]([N+:20]([O-])=O)=[CH:16][CH:17]=2)[C:12]1=[O:23])([C:4]([CH3:7])([CH3:6])[CH3:5])([CH3:3])[CH3:2].[H][H]. The catalyst is [Pd].CO. The product is [NH2:20][C:15]1[CH:14]=[C:13]2[C:18]([CH2:19][N:11]([CH2:10][CH2:9][O:8][Si:1]([C:4]([CH3:7])([CH3:6])[CH3:5])([CH3:2])[CH3:3])[C:12]2=[O:23])=[CH:17][CH:16]=1. The yield is 0.609. (4) The reactants are [CH2:1]([OH:6])[C:2]#[C:3][CH2:4]O.[C:7]1(P(C2C=CC=CC=2)C2C=CC=CC=2)C=CC=CC=1.N=[N+]=[N-].[N:29]([C:37]([O:39][CH:40]([CH3:42])[CH3:41])=[O:38])=[N:29][C:37]([O:39][CH:40]([CH3:42])[CH3:41])=[O:38].Cl.C(=O)([O-])[O-].[K+].[K+].C(OC(OC(C)(C)C)=O)(OC(C)(C)C)=O. The catalyst is O1CCCC1.[Cl-].[Na+].O.ClCCl.O. The product is [C:40]([O:39][C:37]([NH:29][CH2:4][C:3]#[C:2][CH2:1][OH:6])=[O:38])([CH3:42])([CH3:7])[CH3:41]. The yield is 0.500. (5) The reactants are [Br:1][C:2]1[CH:7]=[CH:6][C:5]([C:8](=[O:11])C=O)=[CH:4][C:3]=1[F:12].C1(C)C=CC=CC=1.[CH:20]([O:27][CH2:28][CH3:29])([O:24][CH2:25][CH3:26])OCC.C(=O)(O)[O-].[Na+]. The catalyst is C1(C)C=CC(S(O)(=O)=O)=CC=1.C(OCC)(=O)C. The product is [Br:1][C:2]1[CH:7]=[CH:6][C:5]([C:8](=[O:11])[CH:20]([O:24][CH2:25][CH3:26])[O:27][CH2:28][CH3:29])=[CH:4][C:3]=1[F:12]. The yield is 0.921. (6) The reactants are Cl[P:2]([C:9]1[CH:14]=[CH:13][CH:12]=[CH:11][CH:10]=1)[C:3]1[CH:8]=[CH:7][CH:6]=[CH:5][CH:4]=1.C1COCC1.CC(C)([O-])C.[K+].Cl[CH2:27][C:28]1[N:33]=[C:32]([C:34]2[CH:39]=[CH:38][CH:37]=[CH:36][N:35]=2)[CH:31]=[CH:30][CH:29]=1. The catalyst is CCOCC.O. The product is [C:3]1([P:2]([CH2:27][C:28]2[N:33]=[C:32]([C:34]3[CH:39]=[CH:38][CH:37]=[CH:36][N:35]=3)[CH:31]=[CH:30][CH:29]=2)[C:9]2[CH:14]=[CH:13][CH:12]=[CH:11][CH:10]=2)[CH:8]=[CH:7][CH:6]=[CH:5][CH:4]=1. The yield is 0.610. (7) The reactants are [CH2:1]([C@@H:8]1[CH2:13][C@H:12]([C:14]2[CH:15]=[CH:16][C:17]3[O:28][CH2:27][C:20]4=[N:21][NH:22][C:23](=[O:26])[C@@H:24]([CH3:25])[N:19]4[C:18]=3[CH:29]=2)[CH2:11][CH2:10][N:9]1C(OC(C)(C)C)=O)[C:2]1[CH:7]=[CH:6][CH:5]=[CH:4][CH:3]=1.[C:37]([OH:43])([C:39]([F:42])([F:41])[F:40])=[O:38]. The catalyst is C(Cl)Cl. The product is [F:40][C:39]([F:42])([F:41])[C:37]([OH:43])=[O:38].[CH2:1]([C@@H:8]1[CH2:13][C@H:12]([C:14]2[CH:15]=[CH:16][C:17]3[O:28][CH2:27][C:20]4=[N:21][NH:22][C:23](=[O:26])[C@@H:24]([CH3:25])[N:19]4[C:18]=3[CH:29]=2)[CH2:11][CH2:10][NH:9]1)[C:2]1[CH:3]=[CH:4][CH:5]=[CH:6][CH:7]=1. The yield is 0.970. (8) The reactants are [CH3:1][C:2]1([C:5]([OH:7])=O)[CH2:4][CH2:3]1.C(Cl)(=O)C(Cl)=O.Br.[NH2:15][C:16]1[C:24](O)=[CH:23][CH:22]=[CH:21][C:17]=1[C:18]([OH:20])=[O:19].C(N(CC)CC)C.O.C1(C)C=CC(S(O)(=O)=O)=CC=1. The catalyst is ClCCl.O. The product is [CH3:1][C:2]1([C:5]2[O:7][C:24]3[C:16](=[C:17]([C:18]([OH:20])=[O:19])[CH:21]=[CH:22][CH:23]=3)[N:15]=2)[CH2:4][CH2:3]1. The yield is 0.650.